Dataset: Catalyst prediction with 721,799 reactions and 888 catalyst types from USPTO. Task: Predict which catalyst facilitates the given reaction. (1) Reactant: [CH3:1][O:2][C:3]([C:5]1[O:23][C:8]2=[N:9][CH:10]=[CH:11][C:12]([O:13][C:14]3[CH:19]=[CH:18][C:17]([N+:20]([O-])=O)=[CH:16][CH:15]=3)=[C:7]2[CH:6]=1)=[O:4]. Product: [CH3:1][O:2][C:3]([C:5]1[O:23][C:8]2=[N:9][CH:10]=[CH:11][C:12]([O:13][C:14]3[CH:19]=[CH:18][C:17]([NH2:20])=[CH:16][CH:15]=3)=[C:7]2[CH:6]=1)=[O:4]. The catalyst class is: 292. (2) Reactant: [CH3:1][O:2][C:3]1[CH:4]=[C:5]2[C:10](=[CH:11][C:12]=1[O:13][CH3:14])[N:9]=[CH:8][CH:7]=[C:6]2[O:15][C:16]1[CH:22]=[CH:21][C:19]([NH2:20])=[CH:18][CH:17]=1.C(O)C.[Cl:26][C:27]1[CH:32]=[CH:31][CH:30]=[CH:29][C:28]=1[C:33]([N:35]=[C:36]=[S:37])=[O:34]. Product: [Cl:26][C:27]1[CH:32]=[CH:31][CH:30]=[CH:29][C:28]=1[C:33]([NH:35][C:36]([NH:20][C:19]1[CH:21]=[CH:22][C:16]([O:15][C:6]2[C:5]3[C:10](=[CH:11][C:12]([O:13][CH3:14])=[C:3]([O:2][CH3:1])[CH:4]=3)[N:9]=[CH:8][CH:7]=2)=[CH:17][CH:18]=1)=[S:37])=[O:34]. The catalyst class is: 11. (3) Reactant: C([O-])(=O)/C=C/C([O-])=O.C([O:16][C:17]1[CH:22]=[CH:21][C:20]([CH:23]([OH:48])[CH2:24][NH:25][C:26]([CH3:47])([CH3:46])[CH2:27][CH2:28][N:29]2[C:33]([C:34]3[CH:39]=[CH:38][CH:37]=[CH:36][CH:35]=3)=[C:32]([C:40]3[CH:45]=[CH:44][CH:43]=[CH:42][CH:41]=3)[N:31]=[CH:30]2)=[C:19]([F:49])[CH:18]=1)C1C=CC=CC=1.[H][H]. Product: [C:40]1([C:32]2[N:31]=[CH:30][N:29]([CH2:28][CH2:27][C:26]([NH:25][CH2:24][CH:23]([C:20]3[CH:21]=[CH:22][C:17]([OH:16])=[CH:18][C:19]=3[F:49])[OH:48])([CH3:47])[CH3:46])[C:33]=2[C:34]2[CH:39]=[CH:38][CH:37]=[CH:36][CH:35]=2)[CH:45]=[CH:44][CH:43]=[CH:42][CH:41]=1. The catalyst class is: 19.